Predict the reactants needed to synthesize the given product. From a dataset of Full USPTO retrosynthesis dataset with 1.9M reactions from patents (1976-2016). (1) Given the product [ClH:1].[CH3:6][N:7]([CH:9]1[CH2:14][CH:13]([C:15]2[CH:20]=[CH:19][CH:18]=[CH:17][CH:16]=2)[CH2:12][CH2:11][C:10]1=[CH:21][C:22]([NH:24][CH2:25][CH2:26][C:27]1[C:35]2[C:30](=[CH:31][CH:32]=[CH:33][CH:34]=2)[NH:29][CH:28]=1)=[O:23])[CH3:8], predict the reactants needed to synthesize it. The reactants are: [Cl:1][Si](C)(C)C.[CH3:6][N:7]([CH:9]1[CH2:14][CH:13]([C:15]2[CH:20]=[CH:19][CH:18]=[CH:17][CH:16]=2)[CH2:12][CH2:11][C:10]1=[CH:21][C:22]([NH:24][CH2:25][CH2:26][C:27]1[C:35]2[C:30](=[CH:31][CH:32]=[CH:33][CH:34]=2)[NH:29][CH:28]=1)=[O:23])[CH3:8]. (2) Given the product [Br:1][C:2]1[CH:3]=[CH:4][C:5]2[N:6]([C:15]([NH:14][C:10]([CH3:13])([CH3:12])[CH3:11])=[CH:9][N:8]=2)[CH:7]=1, predict the reactants needed to synthesize it. The reactants are: [Br:1][C:2]1[CH:3]=[CH:4][C:5]([N:8]=[CH2:9])=[N:6][CH:7]=1.[C:10]([N+:14]#[C-:15])([CH3:13])([CH3:12])[CH3:11]. (3) The reactants are: [NH2:1][CH:2]1[CH2:7][CH2:6][N:5]([C:8]([O:10][CH2:11][CH3:12])=[O:9])[CH2:4][CH2:3]1.[CH2:13]=O.[Cl:15][C:16]1[CH:17]=[C:18]([CH:33]=[CH:34][C:35]=1[Cl:36])[CH2:19][N:20]([CH3:32])[C:21](=[O:31])[CH:22]=[C:23]1[C:27](=[O:28])OC(C)(C)[O:24]1. Given the product [CH2:11]([O:10][C:8]([N:5]1[CH2:4][CH2:3][CH:2]([N:1]2[CH2:13][C:22]([C:21](=[O:31])[N:20]([CH2:19][C:18]3[CH:33]=[CH:34][C:35]([Cl:36])=[C:16]([Cl:15])[CH:17]=3)[CH3:32])=[C:23]([OH:24])[C:27]2=[O:28])[CH2:7][CH2:6]1)=[O:9])[CH3:12], predict the reactants needed to synthesize it. (4) Given the product [CH3:3][O:4][C:5]1[CH:23]=[CH:22][C:8]2[C:9]3[N:10]([CH3:1])[C:11]4[C:16]([C:17]=3[CH2:18][S:19][C:7]=2[CH:6]=1)=[CH:15][C:14]([O:20][CH3:21])=[CH:13][CH:12]=4, predict the reactants needed to synthesize it. The reactants are: [CH3:1]I.[CH3:3][O:4][C:5]1[CH:23]=[CH:22][C:8]2[C:9]3[NH:10][C:11]4[C:16]([C:17]=3[CH2:18][S:19][C:7]=2[CH:6]=1)=[CH:15][C:14]([O:20][CH3:21])=[CH:13][CH:12]=4.[H-].[Na+]. (5) Given the product [NH2:37][C:35]1[CH:34]=[CH:33][C:3]([O:4][C:5]2[CH:10]=[CH:9][N:8]=[C:7]3[CH:11]=[C:12]([C:14]4[CH:15]=[C:16]([CH:30]=[CH:31][CH:32]=4)[CH2:17][N:18]([CH2:26][CH2:27][O:28][CH3:29])[C:19](=[O:25])[O:20][C:21]([CH3:24])([CH3:23])[CH3:22])[S:13][C:6]=23)=[C:2]([F:1])[CH:36]=1, predict the reactants needed to synthesize it. The reactants are: [F:1][C:2]1[CH:36]=[C:35]([N+:37]([O-])=O)[CH:34]=[CH:33][C:3]=1[O:4][C:5]1[CH:10]=[CH:9][N:8]=[C:7]2[CH:11]=[C:12]([C:14]3[CH:15]=[C:16]([CH:30]=[CH:31][CH:32]=3)[CH2:17][N:18]([CH2:26][CH2:27][O:28][CH3:29])[C:19](=[O:25])[O:20][C:21]([CH3:24])([CH3:23])[CH3:22])[S:13][C:6]=12.[BH4-].[Na+].Cl. (6) Given the product [Br:38][CH2:37][CH2:36][CH2:35][CH2:34][CH2:33][CH2:32][CH2:31][CH2:30][CH2:29][CH2:28][C:2]1[C:3]2[C:8]([C:9]([C:16]3[CH:21]=[CH:20][CH:19]=[CH:18][CH:17]=3)=[C:10]3[C:15]=1[CH:14]=[CH:13][CH:12]=[CH:11]3)=[CH:7][CH:6]=[CH:5][CH:4]=2, predict the reactants needed to synthesize it. The reactants are: Br[C:2]1[C:3]2[C:8]([C:9]([C:16]3[CH:21]=[CH:20][CH:19]=[CH:18][CH:17]=3)=[C:10]3[C:15]=1[CH:14]=[CH:13][CH:12]=[CH:11]3)=[CH:7][CH:6]=[CH:5][CH:4]=2.[Li]CCCC.Br[CH:28]=[CH:29][CH2:30][CH2:31][CH2:32][CH2:33][CH2:34][CH2:35][CH2:36][CH2:37][Br:38].O. (7) The reactants are: CN1CCOCC1.[N+:8]([C:11]1[N:12]=[C:13]([CH:16]([C:20]2[CH:25]=[CH:24][CH:23]=[CH:22][CH:21]=2)[C:17]([OH:19])=O)[NH:14][CH:15]=1)([O-:10])=[O:9].ClC1N=C(OC)N=C(OC)N=1.Cl.[CH3:38][O:39][C:40](=[O:46])[C@@H:41]1[CH2:45][CH2:44][CH2:43][NH:42]1. Given the product [N+:8]([C:11]1[N:12]=[C:13]([CH:16]([C:20]2[CH:25]=[CH:24][CH:23]=[CH:22][CH:21]=2)[C:17]([N:42]2[CH2:43][CH2:44][CH2:45][C@H:41]2[C:40]([O:39][CH3:38])=[O:46])=[O:19])[NH:14][CH:15]=1)([O-:10])=[O:9], predict the reactants needed to synthesize it. (8) Given the product [NH:1]1[C:9]2=[N+:8]([O-:15])[CH:7]=[CH:6][CH:5]=[C:4]2[CH:3]=[CH:2]1, predict the reactants needed to synthesize it. The reactants are: [NH:1]1[C:9]2[C:4](=[CH:5][CH:6]=[CH:7][N:8]=2)[CH:3]=[CH:2]1.ClC1C=C(C=CC=1)C(OO)=[O:15].